This data is from Forward reaction prediction with 1.9M reactions from USPTO patents (1976-2016). The task is: Predict the product of the given reaction. (1) Given the reactants Cl[C:2]1[C:7]2=[CH:8][N:9]([C:11]3[C:18]([F:19])=[CH:17][CH:16]=[CH:15][C:12]=3[C:13]#[N:14])[N:10]=[C:6]2[C:5]([F:20])=[CH:4][N:3]=1.[Br:21][Si](C)(C)C, predict the reaction product. The product is: [Br:21][C:2]1[C:7]2=[CH:8][N:9]([C:11]3[C:18]([F:19])=[CH:17][CH:16]=[CH:15][C:12]=3[C:13]#[N:14])[N:10]=[C:6]2[C:5]([F:20])=[CH:4][N:3]=1. (2) Given the reactants Cl.[NH2:2][CH2:3][C:4]1[CH:5]=[C:6]2[C:10](=[CH:11][CH:12]=1)[C:9](=[O:13])[N:8]([CH:14]1[CH2:19][CH2:18][C:17](=[O:20])[NH:16][C:15]1=[O:21])[C:7]2=[O:22].[S:23]1[C:27]([C:28](Cl)=[O:29])=[CH:26][C:25]2[CH:31]=[CH:32][CH:33]=[CH:34][C:24]1=2.CCN(C(C)C)C(C)C, predict the reaction product. The product is: [O:21]=[C:15]1[CH:14]([N:8]2[C:7](=[O:22])[C:6]3[C:10](=[CH:11][CH:12]=[C:4]([CH2:3][NH:2][C:28]([C:27]4[S:23][C:24]5[CH:34]=[CH:33][CH:32]=[CH:31][C:25]=5[CH:26]=4)=[O:29])[CH:5]=3)[C:9]2=[O:13])[CH2:19][CH2:18][C:17](=[O:20])[NH:16]1. (3) Given the reactants [Cl:1][C:2]1[CH:14]=[CH:13][C:5]([CH2:6][NH:7][C:8]([CH:10]2[CH2:12][CH2:11]2)=[O:9])=[CH:4][C:3]=1[N:15]1[C:19](=[O:20])[NH:18][C:17]([C:21]2[CH:26]=[CH:25][C:24](I)=[CH:23][C:22]=2[F:28])=[N:16]1.[Cl:29][C:30]1[CH:35]=[CH:34][C:33]([Cl:36])=[CH:32][C:31]=1[C:37]#[CH:38].CCCC[N+](CCCC)(CCCC)CCCC.[F-], predict the reaction product. The product is: [Cl:1][C:2]1[CH:14]=[CH:13][C:5]([CH2:6][NH:7][C:8]([CH:10]2[CH2:12][CH2:11]2)=[O:9])=[CH:4][C:3]=1[N:15]1[C:19](=[O:20])[NH:18][C:17]([C:21]2[CH:26]=[CH:25][C:24]([C:38]#[C:37][C:31]3[CH:32]=[C:33]([Cl:36])[CH:34]=[CH:35][C:30]=3[Cl:29])=[CH:23][C:22]=2[F:28])=[N:16]1. (4) Given the reactants [OH:1][C:2]1[CH:11]=[C:10]([I:12])[CH:9]=[CH:8][C:3]=1[C:4]([O:6][CH3:7])=[O:5].[CH2:13](Br)[C:14]1[CH:19]=[CH:18][CH:17]=[CH:16][CH:15]=1.C([O-])([O-])=O.[K+].[K+], predict the reaction product. The product is: [CH2:13]([O:1][C:2]1[CH:11]=[C:10]([I:12])[CH:9]=[CH:8][C:3]=1[C:4]([O:6][CH3:7])=[O:5])[C:14]1[CH:19]=[CH:18][CH:17]=[CH:16][CH:15]=1. (5) Given the reactants [CH3:1][C:2]1[CH:7]=[CH:6][C:5]([N+:8]([O-:10])=[O:9])=[CH:4][C:3]=1[C:11]([F:14])([F:13])[F:12].C1C(=O)N(Br)C(=O)C1.CC(N=NC(C#N)(C)C)(C#N)C.CCN(C(C)C)C(C)C.[CH2:44]([N:46]1[CH2:51][CH2:50][NH:49][CH2:48][CH2:47]1)[CH3:45], predict the reaction product. The product is: [CH2:44]([N:46]1[CH2:51][CH2:50][N:49]([CH2:1][C:2]2[CH:7]=[CH:6][C:5]([N+:8]([O-:10])=[O:9])=[CH:4][C:3]=2[C:11]([F:12])([F:13])[F:14])[CH2:48][CH2:47]1)[CH3:45]. (6) Given the reactants [O:1]1[CH:5]=[CH:4][C:3]([C:6]2[C:7]([O:30][CH3:31])=[C:8]([C:19]([CH2:22][S:23][C:24]3[CH:29]=[CH:28][CH:27]=[CH:26][CH:25]=3)=[CH:20][CH:21]=2)[C:9]([O:11][CH2:12][C:13]2[CH:18]=[CH:17][CH:16]=[CH:15][CH:14]=2)=[O:10])=[CH:2]1.[N:32]#[C:33][NH2:34].C(O)(=O)C.C(O)(=O)C.IC1C=CC=CC=1, predict the reaction product. The product is: [C:33]([N:34]=[S:23]([CH2:22][C:19]1[C:8]([C:9]([O:11][CH2:12][C:13]2[CH:14]=[CH:15][CH:16]=[CH:17][CH:18]=2)=[O:10])=[C:7]([O:30][CH3:31])[C:6]([C:3]2[CH:4]=[CH:5][O:1][CH:2]=2)=[CH:21][CH:20]=1)[C:24]1[CH:29]=[CH:28][CH:27]=[CH:26][CH:25]=1)#[N:32]. (7) Given the reactants C[O:2][C:3]([C:5]1[CH:10]=[C:9]([CH2:11][CH2:12][CH2:13][CH2:14][O:15][CH3:16])[CH:8]=[CH:7][N:6]=1)=[O:4].O.O.[OH-].[Li+], predict the reaction product. The product is: [CH3:16][O:15][CH2:14][CH2:13][CH2:12][CH2:11][C:9]1[CH:8]=[CH:7][N:6]=[C:5]([C:3]([OH:4])=[O:2])[CH:10]=1.